Dataset: Forward reaction prediction with 1.9M reactions from USPTO patents (1976-2016). Task: Predict the product of the given reaction. (1) Given the reactants [C:1]1([C:7]2[CH:16]=[C:15]3[C:10]([C:11]([OH:17])=[CH:12][CH:13]=[N:14]3)=[CH:9][CH:8]=2)[CH:6]=[CH:5][CH:4]=[CH:3][CH:2]=1.[N+:18]([O-])([OH:20])=[O:19], predict the reaction product. The product is: [N+:18]([C:12]1[CH:13]=[N:14][C:15]2[C:10]([C:11]=1[OH:17])=[CH:9][CH:8]=[C:7]([C:1]1[CH:2]=[CH:3][CH:4]=[CH:5][CH:6]=1)[CH:16]=2)([O-:20])=[O:19]. (2) Given the reactants [Br:1][C:2]1[CH:8]=[CH:7][C:6]([F:9])=[CH:5][C:3]=1[NH2:4].[CH3:10][C:11](=O)[CH3:12].C(O[BH-](OC(=O)C)OC(=O)C)(=O)C.[Na+].O, predict the reaction product. The product is: [Br:1][C:2]1[CH:8]=[CH:7][C:6]([F:9])=[CH:5][C:3]=1[NH:4][CH:11]([CH3:12])[CH3:10]. (3) Given the reactants [Cl:1][C:2]1[CH:3]=[C:4]([CH2:10][OH:11])[CH:5]=[N:6][C:7]=1[O:8][CH3:9].[H-].[Na+].[Cl:14][C:15]1[CH:16]=[C:17]([CH:20]=[CH:21][C:22]=1F)[C:18]#[N:19], predict the reaction product. The product is: [Cl:14][C:15]1[CH:16]=[C:17]([CH:20]=[CH:21][C:22]=1[O:11][CH2:10][C:4]1[CH:5]=[N:6][C:7]([O:8][CH3:9])=[C:2]([Cl:1])[CH:3]=1)[C:18]#[N:19]. (4) Given the reactants Br[C:2]1[CH:3]=[CH:4][C:5]([CH3:9])=[C:6]([OH:8])[CH:7]=1.C([Li])CCC.[CH3:15][Si:16](Cl)([CH3:18])[CH3:17].O, predict the reaction product. The product is: [CH3:9][C:5]1[CH:4]=[CH:3][C:2]([Si:16]([CH3:18])([CH3:17])[CH3:15])=[CH:7][C:6]=1[O:8][Si:16]([CH3:18])([CH3:17])[CH3:15]. (5) Given the reactants [F:1][C:2]([C:5]([CH2:7][CH3:8])=[O:6])([F:4])[F:3].[C:9]([Mg]Br)#[C:10][CH3:11], predict the reaction product. The product is: [F:1][C:2]([F:4])([F:3])[C:5]([OH:6])([C:9]#[C:10][CH3:11])[CH2:7][CH3:8]. (6) Given the reactants [C:1]([O:5][C:6]([N:8]([CH2:31][C:32]1[CH:41]=[CH:40][C:35]2[O:36][CH2:37][CH2:38][O:39][C:34]=2[CH:33]=1)[CH:9]1[CH2:14][CH2:13][N:12]([CH2:15][CH2:16][N:17]2[C:26]3[C:21](=[CH:22][CH:23]=[CH:24][CH:25]=3)[C:20]([C:27](O)=[O:28])=[CH:19][C:18]2=[O:30])[CH2:11][CH2:10]1)=[O:7])([CH3:4])([CH3:3])[CH3:2].C(N1C=CN=C1)(N1C=CN=C1)=O.[CH3:54][S:55]([NH2:58])(=[O:57])=[O:56].N12CCCN=C1CCCCC2, predict the reaction product. The product is: [C:1]([O:5][C:6](=[O:7])[N:8]([CH2:31][C:32]1[CH:41]=[CH:40][C:35]2[O:36][CH2:37][CH2:38][O:39][C:34]=2[CH:33]=1)[CH:9]1[CH2:10][CH2:11][N:12]([CH2:15][CH2:16][N:17]2[C:26]3[C:21](=[CH:22][CH:23]=[CH:24][CH:25]=3)[C:20]([C:27]([NH:58][S:55]([CH3:54])(=[O:57])=[O:56])=[O:28])=[CH:19][C:18]2=[O:30])[CH2:13][CH2:14]1)([CH3:3])([CH3:2])[CH3:4]. (7) Given the reactants C(OC([N:8]1[CH2:13][CH2:12][N:11]([C:14]2[C:19]([CH3:20])=[N:18][C:17]([CH3:21])=[CH:16][N:15]=2)[CH2:10][CH2:9]1)=O)(C)(C)C.[ClH:22].C(OCC)(=O)C.C(OCC)(=O)C, predict the reaction product. The product is: [ClH:22].[CH3:20][C:19]1[C:14]([N:11]2[CH2:10][CH2:9][NH:8][CH2:13][CH2:12]2)=[N:15][CH:16]=[C:17]([CH3:21])[N:18]=1. (8) Given the reactants [C:1]([O:5][C:6]([N:8]1[CH2:11][CH:10]([NH:12][CH2:13][C:14]2[S:18][CH:17]=[N:16][C:15]=2[C:19]([O:21]C)=O)[CH2:9]1)=[O:7])([CH3:4])([CH3:3])[CH3:2].O[Li].O.Cl.C1C=CC2N(O)N=NC=2C=1.CCN(CC)CC.CCN=C=NCCCN(C)C, predict the reaction product. The product is: [O:21]=[C:19]1[C:15]2[N:16]=[CH:17][S:18][C:14]=2[CH2:13][N:12]1[CH:10]1[CH2:9][N:8]([C:6]([O:5][C:1]([CH3:2])([CH3:3])[CH3:4])=[O:7])[CH2:11]1.